Dataset: Full USPTO retrosynthesis dataset with 1.9M reactions from patents (1976-2016). Task: Predict the reactants needed to synthesize the given product. Given the product [Cl:18][CH2:2][C:3]1[C:8](=[O:9])[CH:7]=[CH:6][N:5]([C:10]2[CH:11]=[N:12][N:13]([CH3:15])[CH:14]=2)[N:4]=1, predict the reactants needed to synthesize it. The reactants are: O[CH2:2][C:3]1[C:8](=[O:9])[CH:7]=[CH:6][N:5]([C:10]2[CH:11]=[N:12][N:13]([CH3:15])[CH:14]=2)[N:4]=1.S(Cl)([Cl:18])=O.